Dataset: Reaction yield outcomes from USPTO patents with 853,638 reactions. Task: Predict the reaction yield, written as a fraction of the theoretical maximum amount of product (1.0 means a 100% yield; for example, 0.34 means a 34% yield). (1) The reactants are C[Si]([N-][Si](C)(C)C)(C)C.[Li+].[Cl:11][C:12]1[N:17]=[C:16]([NH:18][C:19]2[CH:24]=[CH:23][CH:22]=[CH:21][N:20]=2)[CH:15]=[C:14]([Cl:25])[N:13]=1.C(OC(O[C:37]([CH3:40])([CH3:39])[CH3:38])=O)(O[C:37]([CH3:40])([CH3:39])[CH3:38])=O.C1C[O:44][CH2:43]C1. No catalyst specified. The product is [Cl:11][C:12]1[N:17]=[C:16]([N:18]([C:19]2[CH:24]=[CH:23][CH:22]=[CH:21][N:20]=2)[C:43]([C:37]([CH3:38])([CH3:39])[CH3:40])=[O:44])[CH:15]=[C:14]([Cl:25])[N:13]=1. The yield is 0.890. (2) The reactants are C[Mg]Cl.[CH2:4]([O:11][C@@H:12]([CH3:33])[CH2:13][CH2:14][CH2:15][CH2:16][CH2:17][CH2:18][C@@H:19]([OH:32])[CH2:20]OS(C1C=CC(C)=CC=1)(=O)=O)[C:5]1[CH:10]=[CH:9][CH:8]=[CH:7][CH:6]=1.[Cl-].[NH4+].[CH2:36](OCC)C. The catalyst is O1CCCC1.CCCCCC.C(OCC)(=O)C. The product is [CH2:4]([O:11][C@H:12]([CH2:13][CH2:14][CH2:15][CH2:16][CH2:17][CH2:18][C@@H:19]([OH:32])[CH2:20][CH3:36])[CH3:33])[C:5]1[CH:6]=[CH:7][CH:8]=[CH:9][CH:10]=1. The yield is 0.900. (3) The reactants are [N:1]([CH:4]([C:8]1[N:9]([CH2:19][C:20]2[CH:25]=[CH:24][CH:23]=[CH:22][CH:21]=2)[C:10](=[O:18])[C:11]2[C:16]([CH3:17])=[N:15][O:14][C:12]=2[N:13]=1)[CH:5]([CH3:7])[CH3:6])=[N+]=[N-].C1(P(C2C=CC=CC=2)C2C=CC=CC=2)C=CC=CC=1.O. The catalyst is C1COCC1. The product is [NH2:1][CH:4]([C:8]1[N:9]([CH2:19][C:20]2[CH:21]=[CH:22][CH:23]=[CH:24][CH:25]=2)[C:10](=[O:18])[C:11]2[C:16]([CH3:17])=[N:15][O:14][C:12]=2[N:13]=1)[CH:5]([CH3:7])[CH3:6]. The yield is 0.680. (4) The reactants are [F:1][C:2]1[C:3]([NH:12][C:13]2[CH:18]=[CH:17][C:16]([I:19])=[CH:15][C:14]=2[F:20])=[C:4]([CH:8]=[CH:9][C:10]=1[F:11])[C:5]([OH:7])=O.C1CN([P+](ON2N=NC3C=CC=CC2=3)(N2CCCC2)N2CCCC2)CC1.F[P-](F)(F)(F)(F)F.[NH:54]1[CH2:57][CH:56]([NH:58][C:59](=[O:65])[O:60][C:61]([CH3:64])([CH3:63])[CH3:62])[CH2:55]1.C(N(CC)C(C)C)(C)C. The catalyst is CN(C)C=O. The product is [F:1][C:2]1[C:3]([NH:12][C:13]2[CH:18]=[CH:17][C:16]([I:19])=[CH:15][C:14]=2[F:20])=[C:4]([C:5]([N:54]2[CH2:57][CH:56]([NH:58][C:59](=[O:65])[O:60][C:61]([CH3:63])([CH3:62])[CH3:64])[CH2:55]2)=[O:7])[CH:8]=[CH:9][C:10]=1[F:11]. The yield is 0.800. (5) The product is [C:11]1([CH:17]([N:23]2[CH:27]=[C:26]([C:28]3[C:29]4[CH:36]=[CH:35][N:34]([CH2:37][O:38][CH2:39][CH2:40][Si:41]([CH3:42])([CH3:44])[CH3:43])[C:30]=4[N:31]=[CH:32][N:33]=3)[CH:25]=[N:24]2)[CH2:18][CH2:19][OH:20])[CH:16]=[CH:15][CH:14]=[CH:13][CH:12]=1. The yield is 0.920. The reactants are [H-].C([Al+]CC(C)C)C(C)C.[C:11]1([CH:17]([N:23]2[CH:27]=[C:26]([C:28]3[C:29]4[CH:36]=[CH:35][N:34]([CH2:37][O:38][CH2:39][CH2:40][Si:41]([CH3:44])([CH3:43])[CH3:42])[C:30]=4[N:31]=[CH:32][N:33]=3)[CH:25]=[N:24]2)[CH2:18][C:19](OC)=[O:20])[CH:16]=[CH:15][CH:14]=[CH:13][CH:12]=1.C(Cl)Cl. The catalyst is CCCCCC. (6) The reactants are [CH2:1]([NH:3][CH2:4][CH3:5])[CH3:2].F[C:7]1[CH:12]=[CH:11][C:10]([C:13](=[O:21])[C:14]([C:17]([F:20])([F:19])[F:18])([OH:16])[CH3:15])=[CH:9][CH:8]=1. The catalyst is CC1C=CC(S(O)(=O)=O)=CC=1.CS(C)=O. The product is [CH2:1]([N:3]([CH2:4][CH3:5])[C:7]1[CH:12]=[CH:11][C:10]([C:13](=[O:21])[C:14]([OH:16])([C:17]([F:20])([F:19])[F:18])[CH3:15])=[CH:9][CH:8]=1)[CH3:2]. The yield is 0.980. (7) The reactants are [CH:1]1([C:4]([NH:6][C:7]2[N:8]=[C:9]3[CH:14]=[CH:13][C:12]([O:15][C:16]4[CH:17]=[C:18]([CH:22]=[CH:23][CH:24]=4)[C:19](O)=[O:20])=[N:11][N:10]3[CH:25]=2)=[O:5])[CH2:3][CH2:2]1.C(Cl)(=O)C(Cl)=O.O1CCCC1.[F:37][C:38]([F:47])([F:46])[C:39]1[CH:40]=[C:41]([CH:43]=[CH:44][CH:45]=1)[NH2:42]. The catalyst is CN(C)C=O.CN1CCCC1=O. The product is [CH:1]1([C:4]([NH:6][C:7]2[N:8]=[C:9]3[CH:14]=[CH:13][C:12]([O:15][C:16]4[CH:17]=[C:18]([CH:22]=[CH:23][CH:24]=4)[C:19]([NH:42][C:41]4[CH:43]=[CH:44][CH:45]=[C:39]([C:38]([F:37])([F:46])[F:47])[CH:40]=4)=[O:20])=[N:11][N:10]3[CH:25]=2)=[O:5])[CH2:3][CH2:2]1. The yield is 0.0890.